Dataset: NCI-60 drug combinations with 297,098 pairs across 59 cell lines. Task: Regression. Given two drug SMILES strings and cell line genomic features, predict the synergy score measuring deviation from expected non-interaction effect. (1) Drug 1: CN(C)C1=NC(=NC(=N1)N(C)C)N(C)C. Drug 2: C1=NC2=C(N=C(N=C2N1C3C(C(C(O3)CO)O)F)Cl)N. Cell line: PC-3. Synergy scores: CSS=12.4, Synergy_ZIP=-1.40, Synergy_Bliss=0.315, Synergy_Loewe=-12.9, Synergy_HSA=-0.574. (2) Drug 1: CC(C1=C(C=CC(=C1Cl)F)Cl)OC2=C(N=CC(=C2)C3=CN(N=C3)C4CCNCC4)N. Drug 2: CCC1(C2=C(COC1=O)C(=O)N3CC4=CC5=C(C=CC(=C5CN(C)C)O)N=C4C3=C2)O.Cl. Cell line: UACC62. Synergy scores: CSS=16.8, Synergy_ZIP=-9.71, Synergy_Bliss=-3.68, Synergy_Loewe=-18.1, Synergy_HSA=-3.68. (3) Drug 1: CC1C(C(CC(O1)OC2CC(CC3=C2C(=C4C(=C3O)C(=O)C5=C(C4=O)C(=CC=C5)OC)O)(C(=O)C)O)N)O.Cl. Drug 2: CC1C(C(CC(O1)OC2CC(CC3=C2C(=C4C(=C3O)C(=O)C5=C(C4=O)C(=CC=C5)OC)O)(C(=O)CO)O)N)O.Cl. Cell line: NCI/ADR-RES. Synergy scores: CSS=13.7, Synergy_ZIP=-4.66, Synergy_Bliss=-0.385, Synergy_Loewe=0.211, Synergy_HSA=0.188. (4) Drug 1: CC1=CC2C(CCC3(C2CCC3(C(=O)C)OC(=O)C)C)C4(C1=CC(=O)CC4)C. Drug 2: C1=CN(C=N1)CC(O)(P(=O)(O)O)P(=O)(O)O. Cell line: IGROV1. Synergy scores: CSS=2.17, Synergy_ZIP=-0.751, Synergy_Bliss=-0.635, Synergy_Loewe=-26.3, Synergy_HSA=-2.15. (5) Drug 1: CC1C(C(CC(O1)OC2CC(OC(C2O)C)OC3=CC4=CC5=C(C(=O)C(C(C5)C(C(=O)C(C(C)O)O)OC)OC6CC(C(C(O6)C)O)OC7CC(C(C(O7)C)O)OC8CC(C(C(O8)C)O)(C)O)C(=C4C(=C3C)O)O)O)O. Drug 2: C1CN(P(=O)(OC1)NCCCl)CCCl. Cell line: SNB-75. Synergy scores: CSS=62.4, Synergy_ZIP=0.691, Synergy_Bliss=1.42, Synergy_Loewe=-63.0, Synergy_HSA=0.195. (6) Drug 1: CC1=C(C=C(C=C1)NC(=O)C2=CC=C(C=C2)CN3CCN(CC3)C)NC4=NC=CC(=N4)C5=CN=CC=C5. Drug 2: C1CNP(=O)(OC1)N(CCCl)CCCl. Cell line: SN12C. Synergy scores: CSS=-8.01, Synergy_ZIP=4.44, Synergy_Bliss=2.01, Synergy_Loewe=-4.82, Synergy_HSA=-5.90. (7) Drug 1: CC1C(C(=O)NC(C(=O)N2CCCC2C(=O)N(CC(=O)N(C(C(=O)O1)C(C)C)C)C)C(C)C)NC(=O)C3=C4C(=C(C=C3)C)OC5=C(C(=O)C(=C(C5=N4)C(=O)NC6C(OC(=O)C(N(C(=O)CN(C(=O)C7CCCN7C(=O)C(NC6=O)C(C)C)C)C)C(C)C)C)N)C. Drug 2: C1CN1C2=NC(=NC(=N2)N3CC3)N4CC4. Cell line: KM12. Synergy scores: CSS=21.7, Synergy_ZIP=-1.29, Synergy_Bliss=-1.35, Synergy_Loewe=-4.19, Synergy_HSA=-0.279.